This data is from Reaction yield outcomes from USPTO patents with 853,638 reactions. The task is: Predict the reaction yield, written as a fraction of the theoretical maximum amount of product (1.0 means a 100% yield; for example, 0.34 means a 34% yield). (1) The product is [OH:31][C@@H:26]1[CH2:27][CH2:28][CH2:29][CH2:30][CH:25]1[CH2:24][NH:23][C:13]([C:9]1[CH:8]=[C:7]2[C:12](=[CH:11][CH:10]=1)[NH:4][N:5]=[C:6]2[C:16]1[CH:21]=[CH:20][C:19]([F:22])=[CH:18][CH:17]=1)=[O:14]. The catalyst is N1C=CC=CC=1. The yield is 0.690. The reactants are C([N:4]1[C:12]2[C:7](=[CH:8][C:9]([C:13](Cl)=[O:14])=[CH:10][CH:11]=2)[C:6]([C:16]2[CH:21]=[CH:20][C:19]([F:22])=[CH:18][CH:17]=2)=[N:5]1)(=O)C.[NH2:23][CH2:24][C@@H:25]1[CH2:30][CH2:29][CH2:28][CH2:27][C@H:26]1[OH:31]. (2) The reactants are C(N(CC)CC)C.[NH2:8][C:9]1([C:13]([O:15][CH3:16])=[O:14])[CH2:12][CH2:11][CH2:10]1.[CH3:17][O:18][C:19]1[CH:24]=[C:23]([CH3:25])[C:22]([S:26](Cl)(=[O:28])=[O:27])=[C:21]([CH3:30])[CH:20]=1. The catalyst is ClCCl. The yield is 0.660. The product is [CH3:17][O:18][C:19]1[CH:20]=[C:21]([CH3:30])[C:22]([S:26]([NH:8][C:9]2([C:13]([O:15][CH3:16])=[O:14])[CH2:12][CH2:11][CH2:10]2)(=[O:27])=[O:28])=[C:23]([CH3:25])[CH:24]=1. (3) The reactants are [F:1][C:2]1[CH:6]=[N:5][N:4]([CH3:7])[C:3]=1[C:8]1[CH:9]=[C:10]([NH2:16])[CH:11]=[CH:12][C:13]=1[O:14][CH3:15].[F:17][C:18]1[CH:23]=[CH:22][C:21]([N:24]=[C:25]=[O:26])=[CH:20][CH:19]=1. The catalyst is C(Cl)Cl. The product is [F:1][C:2]1[CH:6]=[N:5][N:4]([CH3:7])[C:3]=1[C:8]1[CH:9]=[C:10]([NH:16][C:25]([NH:24][C:21]2[CH:22]=[CH:23][C:18]([F:17])=[CH:19][CH:20]=2)=[O:26])[CH:11]=[CH:12][C:13]=1[O:14][CH3:15]. The yield is 0.770. (4) The product is [Br:16][C:6]1[CH:14]=[C:13]2[C:9]([CH2:10][O:11][C:12]2=[O:15])=[CH:8][CH:7]=1. The reactants are N([O-])=O.[Na+].N[C:6]1[CH:14]=[C:13]2[C:9]([CH2:10][O:11][C:12]2=[O:15])=[CH:8][CH:7]=1.[BrH:16]. The catalyst is O. The yield is 0.840. (5) The reactants are C(OC([NH:8][C@H:9]1[CH2:15][CH2:14][C@@H:13]([O:16][Si:17]([C:20]([CH3:23])([CH3:22])[CH3:21])([CH3:19])[CH3:18])[CH2:12][NH:11][C:10]1=[O:24])=O)(C)(C)C.C[Si](I)(C)C.O. The catalyst is C(Cl)Cl.CO. The product is [NH2:8][C@H:9]1[CH2:15][CH2:14][C@@H:13]([O:16][Si:17]([C:20]([CH3:22])([CH3:21])[CH3:23])([CH3:18])[CH3:19])[CH2:12][NH:11][C:10]1=[O:24]. The yield is 0.960. (6) The reactants are [NH2:1][C:2]1[NH:3][C:4](=O)[C:5]2[N:10]([CH2:11][C:12]3[CH:17]=[CH:16][CH:15]=[CH:14][CH:13]=3)[CH:9]=[CH:8][C:6]=2[N:7]=1.O=P(Cl)(Cl)[Cl:21]. No catalyst specified. The product is [CH2:11]([N:10]1[C:5]2[C:4]([Cl:21])=[N:3][C:2]([NH2:1])=[N:7][C:6]=2[CH:8]=[CH:9]1)[C:12]1[CH:17]=[CH:16][CH:15]=[CH:14][CH:13]=1. The yield is 0.400. (7) The reactants are [C:1]([O:5][C:6](=[O:16])[NH:7][CH2:8][C:9]1[CH:14]=[CH:13][C:12]([Br:15])=[CH:11][CH:10]=1)([CH3:4])([CH3:3])[CH3:2].[CH3:17]I. The catalyst is CN(C=O)C. The product is [C:1]([O:5][C:6](=[O:16])[N:7]([CH2:8][C:9]1[CH:10]=[CH:11][C:12]([Br:15])=[CH:13][CH:14]=1)[CH3:17])([CH3:4])([CH3:2])[CH3:3]. The yield is 0.980. (8) The reactants are [N:1]1[C:8]([Cl:9])=[N:7][C:5](Cl)=[N:4][C:2]=1[Cl:3].[NH:10]1[CH2:15][CH2:14][O:13][CH2:12][CH2:11]1.CCN(CC)CC. The catalyst is C(Cl)Cl. The product is [Cl:9][C:8]1[N:1]=[C:2]([Cl:3])[N:4]=[C:5]([N:10]2[CH2:15][CH2:14][O:13][CH2:12][CH2:11]2)[N:7]=1. The yield is 0.950.